Dataset: Full USPTO retrosynthesis dataset with 1.9M reactions from patents (1976-2016). Task: Predict the reactants needed to synthesize the given product. Given the product [Br:1][C:2]1[CH:3]=[C:4]2[C:9](=[CH:10][CH:11]=1)[N:8]=[CH:7][C:6]([C:12](=[O:15])[CH2:13][CH3:14])=[C:5]2[NH:17][C:18]1[CH:19]=[CH:20][C:21]([N:24]2[CH2:29][CH2:28][CH2:27][C@H:26]([NH:30][C:31](=[O:37])[O:32][C:33]([CH3:35])([CH3:34])[CH3:36])[CH2:25]2)=[N:22][CH:23]=1, predict the reactants needed to synthesize it. The reactants are: [Br:1][C:2]1[CH:3]=[C:4]2[C:9](=[CH:10][CH:11]=1)[N:8]=[CH:7][C:6]([C:12](=[O:15])[CH2:13][CH3:14])=[C:5]2Cl.[NH2:17][C:18]1[CH:19]=[CH:20][C:21]([N:24]2[CH2:29][CH2:28][CH2:27][C@H:26]([NH:30][C:31](=[O:37])[O:32][C:33]([CH3:36])([CH3:35])[CH3:34])[CH2:25]2)=[N:22][CH:23]=1.